This data is from Peptide-MHC class I binding affinity with 185,985 pairs from IEDB/IMGT. The task is: Regression. Given a peptide amino acid sequence and an MHC pseudo amino acid sequence, predict their binding affinity value. This is MHC class I binding data. (1) The peptide sequence is AMRWGHLPL. The MHC is BoLA-JSP.1 with pseudo-sequence BoLA-JSP.1. The binding affinity (normalized) is 0.0641. (2) The peptide sequence is ARLFGIRAK. The MHC is Mamu-B03 with pseudo-sequence Mamu-B03. The binding affinity (normalized) is 0.538.